This data is from Forward reaction prediction with 1.9M reactions from USPTO patents (1976-2016). The task is: Predict the product of the given reaction. (1) Given the reactants [Br:1][C:2]1[CH:3]=[CH:4][C:5]2[N:9]=[N:8][N:7]([CH2:10][C:11]3[N:16]=[N:15][C:14]([NH2:17])=[CH:13][CH:12]=3)[C:6]=2[CH:18]=1.[C:19]([O:23][C:24](=[O:30])[NH:25][C:26](=O)[CH2:27]Cl)([CH3:22])([CH3:21])[CH3:20], predict the reaction product. The product is: [C:19]([O:23][C:24](=[O:30])[NH:25][C:26]1[N:17]=[C:14]2[CH:13]=[CH:12][C:11]([CH2:10][N:7]3[C:6]4[CH:18]=[C:2]([Br:1])[CH:3]=[CH:4][C:5]=4[N:9]=[N:8]3)=[N:16][N:15]2[CH:27]=1)([CH3:22])([CH3:21])[CH3:20]. (2) Given the reactants Br[C:2]1[CH:7]=[C:6]([CH:8]2[CH2:12][CH2:11][CH2:10][CH2:9]2)[C:5]([O:13]C(OC)=O)=[CH:4][C:3]=1[NH:18][C:19]([CH:21]1[O:26][C:25]2[CH:27]=[CH:28][C:29]([C:31]#[N:32])=[CH:30][C:24]=2[N:23]([C:33]([O:35][CH2:36][CH3:37])=[O:34])[CH2:22]1)=[O:20].CC1(C)C(C)(C)OB([C:46]2[CH2:47][CH2:48][N:49]([C:52]([O:54][C:55]([CH3:58])([CH3:57])[CH3:56])=[O:53])[CH2:50][CH:51]=2)O1.C([O-])([O-])=O.[Cs+].[Cs+], predict the reaction product. The product is: [C:55]([O:54][C:52]([N:49]1[CH2:48][CH:47]=[C:46]([C:2]2[CH:7]=[C:6]([CH:8]3[CH2:12][CH2:11][CH2:10][CH2:9]3)[C:5]([OH:13])=[CH:4][C:3]=2[NH:18][C:19]([CH:21]2[O:26][C:25]3[CH:27]=[CH:28][C:29]([C:31]#[N:32])=[CH:30][C:24]=3[N:23]([C:33]([O:35][CH2:36][CH3:37])=[O:34])[CH2:22]2)=[O:20])[CH2:51][CH2:50]1)=[O:53])([CH3:58])([CH3:56])[CH3:57]. (3) Given the reactants [C:1](Cl)(=[O:4])[CH:2]=[CH2:3].[S:6]1[C:10]2[CH:11]=[C:12]([NH2:15])[CH:13]=[CH:14][C:9]=2[N:8]=[CH:7]1.[Al].C(N(CC)CC)C.I[C:25]1[C:33]2[C:28](=[CH:29][CH:30]=[CH:31][CH:32]=2)[NH:27][N:26]=1.C1(C)C=CC=CC=1P(C1C=CC=CC=1C)C1C=CC=CC=1C.CN(C1CCCCC1)C1CCCCC1, predict the reaction product. The product is: [S:6]1[C:10]2[CH:11]=[C:12]([NH:15][C:1](=[O:4])/[CH:2]=[CH:3]/[C:25]3[C:33]4[C:28](=[CH:29][CH:30]=[CH:31][CH:32]=4)[NH:27][N:26]=3)[CH:13]=[CH:14][C:9]=2[N:8]=[CH:7]1. (4) Given the reactants [CH3:1][C:2]([C:21]1[N:26]=[CH:25][C:24]([OH:27])=[CH:23][CH:22]=1)([C:6]1[CH:11]=[CH:10][C:9](B2OC(C)(C)C(C)(C)O2)=[CH:8][CH:7]=1)[CH:3]([CH3:5])[CH3:4].Cl[C:29]1[N:30]=[N:31][C:32]([C:35]([F:38])([F:37])[F:36])=[CH:33][CH:34]=1.CC(C1C=CC(OCC2C=CC=CN=2)=CN=1)(C1C=CC(B2OC(C)(C)C(C)(C)O2)=CC=1)C(C)C.ClC1N=NC(Cl)=CC=1, predict the reaction product. The product is: [CH3:1][C:2]([C:21]1[N:26]=[CH:25][C:24]([OH:27])=[CH:23][CH:22]=1)([C:6]1[CH:7]=[CH:8][C:9]([C:29]2[N:30]=[N:31][C:32]([C:35]([F:38])([F:37])[F:36])=[CH:33][CH:34]=2)=[CH:10][CH:11]=1)[CH:3]([CH3:4])[CH3:5]. (5) Given the reactants [C:1]([C:5]1[CH:10]=[CH:9][C:8]([S:11]([NH:14][C:15]2[C:20]([O:21][C:22]3[CH:27]=[CH:26][CH:25]=[CH:24][C:23]=3[O:28][CH3:29])=[C:19](Cl)[N:18]=[CH:17][N:16]=2)(=[O:13])=[O:12])=[CH:7][CH:6]=1)([CH3:4])([CH3:3])[CH3:2].[C:31]([O-:35])(=O)[CH2:32][OH:33].[Na+].[CH2:37](O)[CH2:38]O.[Na], predict the reaction product. The product is: [CH3:2][C:1]([C:5]1[CH:10]=[CH:9][C:8]([S:11]([NH:14][C:15]2[C:20]([O:21][C:22]3[CH:27]=[CH:26][CH:25]=[CH:24][C:23]=3[O:28][CH3:29])=[C:19]([O:33][CH2:32][CH2:31][OH:35])[N:18]=[C:17]([C:15]3[N:16]=[CH:17][CH:37]=[CH:38][N:14]=3)[N:16]=2)(=[O:13])=[O:12])=[CH:7][CH:6]=1)([CH3:4])[CH3:3].